This data is from Forward reaction prediction with 1.9M reactions from USPTO patents (1976-2016). The task is: Predict the product of the given reaction. (1) Given the reactants [Cl:1][C:2]1[CH:3]=[C:4]([CH:7]=[CH:8][CH:9]=1)[CH:5]=O.[C:10]([NH:13][NH2:14])([NH2:12])=[NH:11].Cl, predict the reaction product. The product is: [ClH:1].[Cl:1][C:2]1[CH:3]=[C:4]([CH:7]=[CH:8][CH:9]=1)[CH:5]=[N:14][NH:13][C:10]([NH2:12])=[NH:11]. (2) Given the reactants Cl[C:2]1[CH:11]=[C:10]2[N:12]([C:14]([C:27]3[CH:32]=[CH:31][CH:30]=[CH:29][CH:28]=3)([C:21]3[CH:26]=[CH:25][CH:24]=[CH:23][CH:22]=3)[C:15]3[CH:20]=[CH:19][CH:18]=[CH:17][CH:16]=3)[N:13]=[C:8]3[C:9]2=[C:4]([CH2:5][CH2:6][N:7]3[CH2:33][C:34]2[CH:39]=[CH:38][C:37]([O:40][CH3:41])=[CH:36][CH:35]=2)[N:3]=1.[OH:42][C:43]([CH3:56])([CH3:55])[C@@H:44]([NH:51][C:52]([NH2:54])=[O:53])[C:45]1[CH:50]=[CH:49][CH:48]=[CH:47][CH:46]=1.C(=O)([O-])[O-].[Cs+].[Cs+], predict the reaction product. The product is: [OH:42][C:43]([CH3:56])([CH3:55])[C@@H:44]([NH:51][C:52]([NH:54][C:2]1[CH:11]=[C:10]2[N:12]([C:14]([C:15]3[CH:16]=[CH:17][CH:18]=[CH:19][CH:20]=3)([C:27]3[CH:32]=[CH:31][CH:30]=[CH:29][CH:28]=3)[C:21]3[CH:22]=[CH:23][CH:24]=[CH:25][CH:26]=3)[N:13]=[C:8]3[C:9]2=[C:4]([CH2:5][CH2:6][N:7]3[CH2:33][C:34]2[CH:39]=[CH:38][C:37]([O:40][CH3:41])=[CH:36][CH:35]=2)[N:3]=1)=[O:53])[C:45]1[CH:50]=[CH:49][CH:48]=[CH:47][CH:46]=1. (3) Given the reactants [NH2:1][C:2](=[O:37])[C@@H:3]([NH:7][C:8]([C@:10]1([CH2:28][C:29]2[CH:34]=[C:33]([Br:35])[CH:32]=[C:31]([Br:36])[CH:30]=2)[CH2:14][CH2:13][CH2:12][N:11]1[C:15]([C@@H:17]1[CH2:21][CH2:20][CH2:19][N:18]1C(OCC=C)=O)=[O:16])=[O:9])[C@H:4]([OH:6])[CH3:5].C1N2CCN(CC2)C1, predict the reaction product. The product is: [NH2:1][C:2](=[O:37])[C@@H:3]([NH:7][C:8]([C@:10]1([CH2:28][C:29]2[CH:30]=[C:31]([Br:36])[CH:32]=[C:33]([Br:35])[CH:34]=2)[CH2:14][CH2:13][CH2:12][N:11]1[C:15]([C@@H:17]1[CH2:21][CH2:20][CH2:19][NH:18]1)=[O:16])=[O:9])[C@H:4]([OH:6])[CH3:5]. (4) Given the reactants [C:1]([C:3]1[CH:4]=[C:5]2[C:10](=[CH:11][C:12]=1[O:13][C:14]1[CH:19]=[CH:18][C:17]([C:20](=[O:32])[NH:21][CH2:22][CH:23]3[CH2:31][C:30]4[C:25](=[CH:26][CH:27]=[CH:28][CH:29]=4)[CH2:24]3)=[CH:16][CH:15]=1)[O:9][CH2:8][CH2:7][CH:6]2[C:33]([O:35]C)=[O:34])#[N:2].C(C1C=C2C(=CC=1OC1C=CC(C(O)=O)=CC=1)OCCC2C(OC)=O)#N, predict the reaction product. The product is: [C:1]([C:3]1[CH:4]=[C:5]2[C:10](=[CH:11][C:12]=1[O:13][C:14]1[CH:15]=[CH:16][C:17]([C:20](=[O:32])[NH:21][CH2:22][CH:23]3[CH2:31][C:30]4[C:25](=[CH:26][CH:27]=[CH:28][CH:29]=4)[CH2:24]3)=[CH:18][CH:19]=1)[O:9][CH2:8][CH2:7][CH:6]2[C:33]([OH:35])=[O:34])#[N:2]. (5) Given the reactants [C:1]([C:3]1[C:8](=[O:9])[N:7]([CH2:10][C:11]2[CH:16]=[CH:15][C:14]([CH3:17])=[CH:13][C:12]=2[CH3:18])[C:6]([C:19]2[CH:24]=[CH:23][CH:22]=[C:21]([C:25]3[CH:33]=[C:32]4[C:28]([CH:29]=[C:30]([C:34]([OH:36])=[O:35])[NH:31]4)=[CH:27][CH:26]=3)[N:20]=2)=[CH:5][C:4]=1[C:37]([F:40])([F:39])[F:38])#[N:2].C(Cl)(=O)C(Cl)=O.[CH3:47][N:48]([CH3:53])[CH2:49][CH2:50][CH2:51]O, predict the reaction product. The product is: [C:1]([C:3]1[C:8](=[O:9])[N:7]([CH2:10][C:11]2[CH:16]=[CH:15][C:14]([CH3:17])=[CH:13][C:12]=2[CH3:18])[C:6]([C:19]2[CH:24]=[CH:23][CH:22]=[C:21]([C:25]3[CH:33]=[C:32]4[C:28]([CH:29]=[C:30]([C:34]([O:36][CH2:51][CH2:50][CH2:49][N:48]([CH3:53])[CH3:47])=[O:35])[NH:31]4)=[CH:27][CH:26]=3)[N:20]=2)=[CH:5][C:4]=1[C:37]([F:38])([F:39])[F:40])#[N:2]. (6) Given the reactants [CH2:1]([C:3]1[CH:8]=[C:7]([C:9]2[N:13]=[C:12]([C:14]3[CH:19]=[C:18]([CH3:20])[N:17]=[C:16]([N:21]([CH:23]([CH3:25])[CH3:24])[CH3:22])[CH:15]=3)[O:11][N:10]=2)[CH:6]=[C:5]([CH3:26])[C:4]=1[OH:27])[CH3:2].Cl[CH2:29][C@@H:30]([OH:33])[CH2:31][OH:32], predict the reaction product. The product is: [CH2:1]([C:3]1[CH:8]=[C:7]([C:9]2[N:13]=[C:12]([C:14]3[CH:19]=[C:18]([CH3:20])[N:17]=[C:16]([N:21]([CH:23]([CH3:24])[CH3:25])[CH3:22])[CH:15]=3)[O:11][N:10]=2)[CH:6]=[C:5]([CH3:26])[C:4]=1[O:27][CH2:29][C@@H:30]([OH:33])[CH2:31][OH:32])[CH3:2]. (7) Given the reactants I[C:2]1[CH:10]=[CH:9][C:5]([C:6]([OH:8])=[O:7])=[CH:4][CH:3]=1.[Cl-].[Li+].C([Mg]Cl)(C)C.[CH3:18][C:19]([CH3:21])=[O:20].Cl, predict the reaction product. The product is: [OH:20][C:19]([C:2]1[CH:10]=[CH:9][C:5]([C:6]([OH:8])=[O:7])=[CH:4][CH:3]=1)([CH3:21])[CH3:18]. (8) Given the reactants [N+:1]([C:4]1[CH:9]=[C:8]([N+:10]([O-:12])=[O:11])[CH:7]=[CH:6][C:5]=1[CH2:13][C:14]([O:16][CH:17]([CH3:19])[CH3:18])=[O:15])([O-:3])=[O:2].Cl[C:21]1[C:26]([N+:27]([O-:29])=[O:28])=[CH:25][C:24]([N+:30]([O-:32])=[O:31])=[CH:23][N:22]=1.Cl, predict the reaction product. The product is: [N+:1]([C:4]1[CH:9]=[C:8]([N+:10]([O-:12])=[O:11])[CH:7]=[CH:6][C:5]=1[CH:13]([C:21]1[C:26]([N+:27]([O-:29])=[O:28])=[CH:25][C:24]([N+:30]([O-:32])=[O:31])=[CH:23][N:22]=1)[C:14]([O:16][CH:17]([CH3:19])[CH3:18])=[O:15])([O-:3])=[O:2]. (9) The product is: [CH2:1]([N:8]1[C:17]2[C:12](=[CH:13][CH:14]=[CH:15][CH:16]=2)[C:11]([OH:18])=[C:10]([C:19]([NH:39][NH:38][C:25](=[O:37])[CH2:26][CH2:27][CH2:28][CH2:29][CH2:30][CH2:31][CH2:32][CH2:33][CH2:34][CH2:35][CH3:36])=[O:20])[C:9]1=[O:24])[C:2]1[CH:3]=[CH:4][CH:5]=[CH:6][CH:7]=1. Given the reactants [CH2:1]([N:8]1[C:17]2[C:12](=[CH:13][CH:14]=[CH:15][CH:16]=2)[C:11]([OH:18])=[C:10]([C:19](OCC)=[O:20])[C:9]1=[O:24])[C:2]1[CH:7]=[CH:6][CH:5]=[CH:4][CH:3]=1.[C:25]([NH:38][NH2:39])(=[O:37])[CH2:26][CH2:27][CH2:28][CH2:29][CH2:30][CH2:31][CH2:32][CH2:33][CH2:34][CH2:35][CH3:36], predict the reaction product.